From a dataset of Forward reaction prediction with 1.9M reactions from USPTO patents (1976-2016). Predict the product of the given reaction. Given the reactants [O:1]=[C:2]1[C:19]2[C:10](=[N:11][C:12]3[CH:13]=[CH:14][CH:15]=[CH:16][C:17]=3[CH:18]=2)[O:9][C:8]2[C:3]1=[CH:4][C:5]([C:20]1[CH:27]=[CH:26][C:23](C=O)=[CH:22][CH:21]=1)=[CH:6][CH:7]=2.CN1CCC(=C2[C:43]3[N:44]=[CH:45]C=[CH:47][C:42]=3[CH2:41]CC3C=CC=CC2=3)CC1.[CH:50](=[O:57])C1C=CC=CC=1.Cl.N(CC(O)=[O:63])C, predict the reaction product. The product is: [CH3:50][O:57][C:41]([CH:42]1[CH2:47][N:44]([CH2:45][C:23]2[CH:22]=[CH:21][C:20]([C:5]3[CH:4]=[C:3]4[C:8](=[CH:7][CH:6]=3)[O:9][C:10]3=[N:11][C:12]5[CH:13]=[CH:14][CH:15]=[CH:16][C:17]=5[CH:18]=[C:19]3[C:2]4=[O:1])=[CH:27][CH:26]=2)[CH2:43]1)=[O:63].